From a dataset of Reaction yield outcomes from USPTO patents with 853,638 reactions. Predict the reaction yield, written as a fraction of the theoretical maximum amount of product (1.0 means a 100% yield; for example, 0.34 means a 34% yield). (1) The reactants are [CH3:1][O:2][C@H:3]1[C@@H:9]2[O:10][CH2:11][C@@H:12]([OH:13])[C@@H:8]2[O:7][C@@H:4]1[O:5][CH3:6].N1C=CC=CC=1.[CH3:20][S:21](Cl)(=[O:23])=[O:22]. The catalyst is ClCCl. The product is [CH3:1][O:2][C@H:3]1[C@@H:9]2[O:10][CH2:11][C@H:12]([O:13][S:21]([CH3:20])(=[O:23])=[O:22])[C@@H:8]2[O:7][C@@H:4]1[O:5][CH3:6]. The yield is 0.950. (2) The reactants are [N+:1]([C:4]1[CH:21]=[CH:20][C:7]([CH2:8][C:9]2O[C:13](=O)[C:12]3[CH:16]=[CH:17][CH:18]=[CH:19][C:11]=3[N:10]=2)=[CH:6][CH:5]=1)([O-:3])=[O:2].C(=O)(O)O.[NH2:26][NH:27][C:28]([NH2:30])=[NH:29]. The catalyst is N1C=CC=CC=1.C(OCC)(=O)C. The product is [N+:1]([C:4]1[CH:21]=[CH:20][C:7]([CH2:8][C:9]2[N:26]3[N:27]=[C:28]([NH2:30])[N:29]=[C:13]3[C:12]3[CH:16]=[CH:17][CH:18]=[CH:19][C:11]=3[N:10]=2)=[CH:6][CH:5]=1)([O-:3])=[O:2]. The yield is 0.420. (3) The reactants are [Br:1][C:2]1[C:7]([F:8])=[CH:6][C:5]([NH:9]C(=O)C(F)(F)F)=[C:4]([N+:16]([O-:18])=[O:17])[CH:3]=1.CO.C([O-])([O-])=O.[K+].[K+]. The catalyst is O. The product is [Br:1][C:2]1[C:7]([F:8])=[CH:6][C:5]([NH2:9])=[C:4]([N+:16]([O-:18])=[O:17])[CH:3]=1. The yield is 0.840. (4) The reactants are [OH:1][CH2:2][C:3]([CH3:10])([CH3:9])[C:4](=[O:8])[CH2:5][C:6]#[N:7].[OH-].[Na+].Cl.[NH2:14]O.Cl. The catalyst is C(O)C.O. The product is [NH2:7][C:6]1[CH:5]=[C:4]([C:3]([CH3:10])([CH3:9])[CH2:2][OH:1])[O:8][N:14]=1. The yield is 0.540.